This data is from Orexin1 receptor HTS with 218,158 compounds and 233 confirmed actives. The task is: Binary Classification. Given a drug SMILES string, predict its activity (active/inactive) in a high-throughput screening assay against a specified biological target. (1) The drug is O=C(NCc1ccc(cc1)C)Nc1ccccc1. The result is 0 (inactive). (2) The compound is Clc1ccc(S(=O)(=O)N2C(CCC2)C(=O)Nc2c(OC)cccc2)cc1. The result is 1 (active). (3) The compound is Clc1sc(S(=O)(=O)Nc2cc3n(c(=O)n(c3cc2)C)C)cc1. The result is 0 (inactive). (4) The drug is Clc1cc(c(O)cc1)C(OCC(=O)Nc1cc2OCCOc2cc1)=O. The result is 0 (inactive). (5) The molecule is Clc1c(c(NC(=O)C2CCN(CC2)c2sc3n(n2)c(=O)cc(n3)C)ccc1)C. The result is 0 (inactive). (6) The drug is O(c1ccc(Nc2nc3c(n4C(c5c(n(nc5C)c5ccc(cc5)C)N=c24)c2cccnc2)cccc3)cc1)C. The result is 0 (inactive). (7) The result is 0 (inactive). The drug is O=C(c1nc[nH]c1C(=O)Nc1ccccc1)c1ccccc1. (8) The molecule is o1c2c(c(=O)c3c1cccc3OC)ccc(c2)C#CC(NC)C. The result is 0 (inactive).